Dataset: Full USPTO retrosynthesis dataset with 1.9M reactions from patents (1976-2016). Task: Predict the reactants needed to synthesize the given product. (1) Given the product [CH2:27]([O:26][CH2:25][C:13]1[N:12]([CH2:11][C:10]([NH:9][C:7](=[O:8])[CH2:6][CH2:5][CH2:4][CH2:3][CH2:2][NH:1][C:31](=[O:41])[CH2:32][CH2:33][SH:34])([CH3:29])[CH3:30])[C:24]2[C:23]3[CH:22]=[CH:21][CH:20]=[CH:19][C:18]=3[N:17]=[CH:16][C:15]=2[N:14]=1)[CH3:28], predict the reactants needed to synthesize it. The reactants are: [NH2:1][CH2:2][CH2:3][CH2:4][CH2:5][CH2:6][C:7]([NH:9][C:10]([CH3:30])([CH3:29])[CH2:11][N:12]1[C:24]2[C:23]3[CH:22]=[CH:21][CH:20]=[CH:19][C:18]=3[N:17]=[CH:16][C:15]=2[N:14]=[C:13]1[CH2:25][O:26][CH2:27][CH3:28])=[O:8].[C:31](O)(=[O:41])[CH2:32][CH2:33][S:34][S:34][CH2:33][CH2:32][C:31](O)=[O:41].ON1C2C=CC=CC=2N=N1.CN(C)CCCN=C=NCC. (2) Given the product [F:8][C:9]1[CH:10]=[CH:11][CH:12]=[C:13]2[C:17]=1[NH:16][CH:15]=[C:14]2[C:25](=[O:26])[CH:33]([NH:32][C:31]1[CH:40]=[CH:41][CH:42]=[C:29]([O:28][CH3:27])[CH:30]=1)[C:34]1[CH:35]=[N:36][CH:37]=[CH:38][CH:39]=1, predict the reactants needed to synthesize it. The reactants are: C(N(CC)CC)C.[F:8][C:9]1[CH:10]=[CH:11][CH:12]=[C:13]2[C:17]=1[N:16](C(OC(C)(C)C)=O)[CH:15]=[C:14]2[CH:25]=[O:26].[CH3:27][O:28][C:29]1[CH:30]=[C:31]([CH:40]=[CH:41][CH:42]=1)[N:32]=[CH:33][C:34]1[CH:35]=[N:36][CH:37]=[CH:38][CH:39]=1.